This data is from NCI-60 drug combinations with 297,098 pairs across 59 cell lines. The task is: Regression. Given two drug SMILES strings and cell line genomic features, predict the synergy score measuring deviation from expected non-interaction effect. (1) Drug 1: C(CCl)NC(=O)N(CCCl)N=O. Drug 2: CC1C(C(CC(O1)OC2CC(CC3=C2C(=C4C(=C3O)C(=O)C5=CC=CC=C5C4=O)O)(C(=O)C)O)N)O. Cell line: IGROV1. Synergy scores: CSS=40.4, Synergy_ZIP=-7.92, Synergy_Bliss=-9.24, Synergy_Loewe=-8.42, Synergy_HSA=-7.43. (2) Drug 1: CC12CCC3C(C1CCC2O)C(CC4=C3C=CC(=C4)O)CCCCCCCCCS(=O)CCCC(C(F)(F)F)(F)F. Drug 2: CN(CCCl)CCCl.Cl. Cell line: M14. Synergy scores: CSS=3.59, Synergy_ZIP=0.470, Synergy_Bliss=3.50, Synergy_Loewe=-2.16, Synergy_HSA=0.665.